From a dataset of Catalyst prediction with 721,799 reactions and 888 catalyst types from USPTO. Predict which catalyst facilitates the given reaction. (1) Reactant: [C:1]([O:5][C:6]([N:8]1[CH2:13][CH2:12][N:11]([C:14]([O:16][C:17]([CH3:20])([CH3:19])[CH3:18])=[O:15])[CH2:10][C@@H:9]1[C:21](=[O:29])[C:22]1[CH:27]=[CH:26][C:25]([F:28])=[CH:24][CH:23]=1)=[O:7])([CH3:4])([CH3:3])[CH3:2].[BH4-].[Na+]. Product: [C:1]([O:5][C:6]([N:8]1[CH2:13][CH2:12][N:11]([C:14]([O:16][C:17]([CH3:20])([CH3:19])[CH3:18])=[O:15])[CH2:10][C@@H:9]1[CH:21]([C:22]1[CH:23]=[CH:24][C:25]([F:28])=[CH:26][CH:27]=1)[OH:29])=[O:7])([CH3:2])([CH3:3])[CH3:4]. The catalyst class is: 5. (2) Reactant: [C:1]1([CH:7]2[CH2:11][CH2:10][CH2:9][C:8]2=O)[CH:6]=[CH:5][CH:4]=[CH:3][CH:2]=1.[OH-:13].[Na+].Cl.[NH2:16]O. Product: [C:1]1([CH:7]2[CH2:11][CH2:10][CH2:9][C:8]2=[N:16][OH:13])[CH:6]=[CH:5][CH:4]=[CH:3][CH:2]=1. The catalyst class is: 40. (3) Product: [F:27][C:17]1[C:16]([CH2:15][O:13][C:10]2[CH:11]=[N:12][C:7]([N:1]3[CH2:6][CH2:5][O:4][CH2:3][CH2:2]3)=[N:8][CH:9]=2)=[CH:26][CH:25]=[CH:24][C:18]=1[C:19]([O:21][CH2:22][CH3:23])=[O:20]. Reactant: [N:1]1([C:7]2[N:12]=[CH:11][C:10]([OH:13])=[CH:9][N:8]=2)[CH2:6][CH2:5][O:4][CH2:3][CH2:2]1.Br[CH2:15][C:16]1[C:17]([F:27])=[C:18]([CH:24]=[CH:25][CH:26]=1)[C:19]([O:21][CH2:22][CH3:23])=[O:20].CC#N.C(=O)([O-])[O-].[K+].[K+]. The catalyst class is: 198. (4) The catalyst class is: 131. Reactant: [CH3:1][C:2]1[CH:3]=[CH:4][C:5]([S:9][C:10]2[CH:11]=[CH:12][CH:13]=[CH:14][C:15]=2[N:16]2[CH2:21][CH2:20][NH:19][CH2:18][CH2:17]2)=[C:6]([CH3:8])[CH:7]=1.[C:22]([OH:34])(=[O:33])[CH2:23][C:24]([CH2:29][C:30]([OH:32])=[O:31])([C:26]([OH:28])=[O:27])[OH:25]. Product: [CH3:1][C:2]1[CH:3]=[CH:4][C:5]([S:9][C:10]2[CH:11]=[CH:12][CH:13]=[CH:14][C:15]=2[N:16]2[CH2:17][CH2:18][NH:19][CH2:20][CH2:21]2)=[C:6]([CH3:8])[CH:7]=1.[C:22]([O-:34])(=[O:33])[CH2:23][C:24]([CH2:29][C:30]([O-:32])=[O:31])([C:26]([O-:28])=[O:27])[OH:25]. (5) Reactant: C(=O)([O-])[O-].[K+].[K+].[Cl:7][C:8]1[CH:13]=[CH:12][C:11]([OH:14])=[CH:10][CH:9]=1.F[C:16]1[CH:22]=[CH:21][C:19]([NH2:20])=[CH:18][C:17]=1[N+:23]([O-:25])=[O:24].O. Product: [Cl:7][C:8]1[CH:13]=[CH:12][C:11]([O:14][C:16]2[CH:22]=[CH:21][C:19]([NH2:20])=[CH:18][C:17]=2[N+:23]([O-:25])=[O:24])=[CH:10][CH:9]=1. The catalyst class is: 3. (6) Product: [Cl:1][C:2]1[CH:3]=[CH:4][C:5]([C:26]#[N:27])=[C:6]([C:8]2[C:13]([O:14][CH3:15])=[CH:12][N:11]([CH:16]([CH2:20][C:21]([F:24])([F:23])[F:22])[C:17]([NH:28][C:29]3[CH:30]=[CH:31][C:32]([C:33]([O:35][CH2:36][CH3:37])=[O:34])=[CH:38][CH:39]=3)=[O:19])[C:10](=[O:25])[CH:9]=2)[CH:7]=1. Reactant: [Cl:1][C:2]1[CH:3]=[CH:4][C:5]([C:26]#[N:27])=[C:6]([C:8]2[C:13]([O:14][CH3:15])=[CH:12][N:11]([CH:16]([CH2:20][C:21]([F:24])([F:23])[F:22])[C:17]([OH:19])=O)[C:10](=[O:25])[CH:9]=2)[CH:7]=1.[NH2:28][C:29]1[CH:39]=[CH:38][C:32]([C:33]([O:35][CH2:36][CH3:37])=[O:34])=[CH:31][CH:30]=1.CC(C)N=C=NC(C)C. The catalyst class is: 9.